Task: Regression/Classification. Given a drug SMILES string, predict its absorption, distribution, metabolism, or excretion properties. Task type varies by dataset: regression for continuous measurements (e.g., permeability, clearance, half-life) or binary classification for categorical outcomes (e.g., BBB penetration, CYP inhibition). For this dataset (solubility_aqsoldb), we predict Y.. Dataset: Aqueous solubility values for 9,982 compounds from the AqSolDB database (1) The molecule is CC(=O)Nc1ccc(Cl)cc1C. The Y is -2.31 log mol/L. (2) The compound is CNC[C@H](O)c1ccc(O)c(O)c1. The Y is -3.01 log mol/L.